Dataset: Peptide-MHC class I binding affinity with 185,985 pairs from IEDB/IMGT. Task: Regression. Given a peptide amino acid sequence and an MHC pseudo amino acid sequence, predict their binding affinity value. This is MHC class I binding data. (1) The peptide sequence is IYMLVGKYS. The MHC is HLA-A02:01 with pseudo-sequence HLA-A02:01. The binding affinity (normalized) is 0. (2) The peptide sequence is YNFSLSAAV. The MHC is HLA-A02:06 with pseudo-sequence HLA-A02:06. The binding affinity (normalized) is 0.